From a dataset of Catalyst prediction with 721,799 reactions and 888 catalyst types from USPTO. Predict which catalyst facilitates the given reaction. (1) Reactant: [CH3:1][O:2][C:3]([C:5]1[S:31][C:8]2[N:9]=[CH:10][N:11]=[C:12]([NH:13][C:14]3[CH:19]=[CH:18][C:17]([F:20])=[CH:16][C:15]=3[O:21][CH:22]([CH3:30])[C:23]([O:25]C(C)(C)C)=[O:24])[C:7]=2[C:6]=1[CH3:32])=[O:4].FC(F)(F)C(O)=O. Product: [F:20][C:17]1[CH:18]=[CH:19][C:14]([NH:13][C:12]2[C:7]3[C:6]([CH3:32])=[C:5]([C:3]([O:2][CH3:1])=[O:4])[S:31][C:8]=3[N:9]=[CH:10][N:11]=2)=[C:15]([CH:16]=1)[O:21][CH:22]([CH3:30])[C:23]([OH:25])=[O:24]. The catalyst class is: 4. (2) Reactant: [F:1][C:2]1[CH:17]=[CH:16][CH:15]=[C:14]([F:18])[C:3]=1[CH2:4][O:5][C:6]1[C:7]([NH2:13])=[N:8][CH:9]=[C:10]([CH3:12])[CH:11]=1.Cl[CH:20]([C:26](=O)[CH2:27][CH2:28][CH3:29])[C:21]([O:23][CH2:24][CH3:25])=[O:22]. Product: [F:1][C:2]1[CH:17]=[CH:16][CH:15]=[C:14]([F:18])[C:3]=1[CH2:4][O:5][C:6]1[C:7]2[N:8]([C:20]([C:21]([O:23][CH2:24][CH3:25])=[O:22])=[C:26]([CH2:27][CH2:28][CH3:29])[N:13]=2)[CH:9]=[C:10]([CH3:12])[CH:11]=1. The catalyst class is: 8.